This data is from Forward reaction prediction with 1.9M reactions from USPTO patents (1976-2016). The task is: Predict the product of the given reaction. (1) Given the reactants C([O:4][C:5]1[C:14]([CH3:15])=[CH:13][C:8]([C:9]([O:11][CH3:12])=[O:10])=[CH:7][C:6]=1[CH2:16]Br)(=O)C.[C:18](=O)(O)[O-:19].[Na+], predict the reaction product. The product is: [CH3:18][O:19][CH2:16][C:6]1[CH:7]=[C:8]([CH:13]=[C:14]([CH3:15])[C:5]=1[OH:4])[C:9]([O:11][CH3:12])=[O:10]. (2) Given the reactants C([NH:8][C@@H:9]1[CH2:13][CH2:12][N:11]([C:14]2[N:19]([CH3:20])[C:18](=[O:21])[CH:17]=[C:16]([C:22]3[CH:27]=[CH:26][N:25]=[CH:24][CH:23]=3)[N:15]=2)[CH2:10]1)C1C=CC=CC=1.C([O-])=O.[NH4+].CO, predict the reaction product. The product is: [NH2:8][C@@H:9]1[CH2:13][CH2:12][N:11]([C:14]2[N:19]([CH3:20])[C:18](=[O:21])[CH:17]=[C:16]([C:22]3[CH:23]=[CH:24][N:25]=[CH:26][CH:27]=3)[N:15]=2)[CH2:10]1. (3) Given the reactants [CH2:1]([O:8][C:9]1[CH:14]=[CH:13][C:12]([C:15]2[N:24]([CH2:25][O:26][CH2:27][CH2:28][Si:29]([CH3:32])([CH3:31])[CH3:30])[C:18]3=[N:19][C:20](Cl)=[CH:21][CH:22]=[C:17]3[N:16]=2)=[CH:11][CH:10]=1)[C:2]1[CH:7]=[CH:6][CH:5]=[CH:4][CH:3]=1.CC(C1C=C(C(C)C)C(C2C=CC=CC=2P(C2CCCCC2)C2CCCCC2)=C(C(C)C)C=1)C.C([O-])([O-])=O.[Cs+].[Cs+].[C:73]([O:77][C:78]([N:80]1[CH2:85][CH2:84][N:83]([CH2:86][B-](F)(F)F)[CH2:82][CH2:81]1)=[O:79])([CH3:76])([CH3:75])[CH3:74].[K+], predict the reaction product. The product is: [CH2:1]([O:8][C:9]1[CH:14]=[CH:13][C:12]([C:15]2[N:24]([CH2:25][O:26][CH2:27][CH2:28][Si:29]([CH3:32])([CH3:31])[CH3:30])[C:18]3=[N:19][C:20]([CH2:86][N:83]4[CH2:84][CH2:85][N:80]([C:78]([O:77][C:73]([CH3:76])([CH3:75])[CH3:74])=[O:79])[CH2:81][CH2:82]4)=[CH:21][CH:22]=[C:17]3[N:16]=2)=[CH:11][CH:10]=1)[C:2]1[CH:7]=[CH:6][CH:5]=[CH:4][CH:3]=1. (4) Given the reactants [CH3:1][O:2][C:3]1[CH:4]=[C:5]([CH:10]=[CH:11][C:12]=1[CH3:13])[C:6]([O:8][CH3:9])=[O:7].COC1C=C(C=CC=1C)C(O)=O.ClC1C=C(C=CC=1C[C:38]([C:40]1[CH:45]=[CH:44][C:43]([OH:46])=[CH:42][C:41]=1[OH:47])=[O:39])C(OC)=O, predict the reaction product. The product is: [OH:47][C:41]1[CH:42]=[C:43]([OH:46])[CH:44]=[CH:45][C:40]=1[C:38](=[O:39])[CH2:13][C:12]1[CH:11]=[CH:10][C:5]([C:6]([O:8][CH3:9])=[O:7])=[CH:4][C:3]=1[O:2][CH3:1]. (5) Given the reactants [F:1][C:2]1[C:3]([C:22]2[N:26]([CH:27]3[CH2:32][CH2:31][O:30][CH2:29][CH2:28]3)[C:25]([CH3:33])=[N:24][CH:23]=2)=[N:4][C:5]([NH:8][CH:9]2[CH2:14][CH2:13][N:12]([C:15]([O:17]C(C)(C)C)=[O:16])[CH2:11][CH2:10]2)=[N:6][CH:7]=1.ClC(O[CH2:38][C:39]1[CH:44]=[CH:43][CH:42]=[CH:41][CH:40]=1)=O, predict the reaction product. The product is: [F:1][C:2]1[C:3]([C:22]2[N:26]([CH:27]3[CH2:32][CH2:31][O:30][CH2:29][CH2:28]3)[C:25]([CH3:33])=[N:24][CH:23]=2)=[N:4][C:5]([NH:8][CH:9]2[CH2:14][CH2:13][N:12]([C:15]([O:17][CH2:38][C:39]3[CH:44]=[CH:43][CH:42]=[CH:41][CH:40]=3)=[O:16])[CH2:11][CH2:10]2)=[N:6][CH:7]=1. (6) Given the reactants I[C:2]1[CH:7]=[CH:6][N:5]=[CH:4][CH:3]=1.[Br:8][C:9]1[CH:10]=[C:11]([C:16]([C:24]2[CH:29]=[CH:28][CH:27]=[C:26]([F:30])[C:25]=2[C:31]#[N:32])=[N:17]S(C(C)(C)C)=O)[CH:12]=[CH:13][C:14]=1[F:15], predict the reaction product. The product is: [Br:8][C:9]1[CH:10]=[C:11]([C:16]2([C:2]3[CH:7]=[CH:6][N:5]=[CH:4][CH:3]=3)[C:24]3[C:25](=[C:26]([F:30])[CH:27]=[CH:28][CH:29]=3)[C:31]([NH2:32])=[N:17]2)[CH:12]=[CH:13][C:14]=1[F:15].